From a dataset of Peptide-MHC class I binding affinity with 185,985 pairs from IEDB/IMGT. Regression. Given a peptide amino acid sequence and an MHC pseudo amino acid sequence, predict their binding affinity value. This is MHC class I binding data. (1) The peptide sequence is FTVIALFLAH. The MHC is HLA-A26:01 with pseudo-sequence HLA-A26:01. The binding affinity (normalized) is 0.172. (2) The peptide sequence is TVDSSQGSEY. The MHC is HLA-A23:01 with pseudo-sequence HLA-A23:01. The binding affinity (normalized) is 0. (3) The peptide sequence is HTQGYFPDW. The MHC is Patr-B0101 with pseudo-sequence Patr-B0101. The binding affinity (normalized) is 0. (4) The peptide sequence is GMWCVLASR. The MHC is HLA-B39:01 with pseudo-sequence HLA-B39:01. The binding affinity (normalized) is 0.0847. (5) The peptide sequence is FTISMRYQSL. The MHC is HLA-A02:01 with pseudo-sequence HLA-A02:01. The binding affinity (normalized) is 0.227. (6) The peptide sequence is TTLLFVVML. The MHC is H-2-Kb with pseudo-sequence H-2-Kb. The binding affinity (normalized) is 0.462. (7) The peptide sequence is LITCNDHYL. The MHC is H-2-Db with pseudo-sequence H-2-Db. The binding affinity (normalized) is 0.260. (8) The peptide sequence is ATAHSELAK. The binding affinity (normalized) is 0.727. The MHC is HLA-A68:01 with pseudo-sequence HLA-A68:01.